This data is from Reaction yield outcomes from USPTO patents with 853,638 reactions. The task is: Predict the reaction yield, written as a fraction of the theoretical maximum amount of product (1.0 means a 100% yield; for example, 0.34 means a 34% yield). (1) The reactants are C[O:2][C:3](=[O:20])[CH:4]([O:6][C:7]1[CH:12]=[CH:11][C:10]([O:13][CH:14]([C:16]([O:18]C)=[O:17])[CH3:15])=[CH:9][CH:8]=1)[CH3:5]. The catalyst is Cl. The product is [C:3]([CH:4]([O:6][C:7]1[CH:12]=[CH:11][C:10]([O:13][CH:14]([CH3:15])[C:16]([OH:18])=[O:17])=[CH:9][CH:8]=1)[CH3:5])([OH:20])=[O:2]. The yield is 0.388. (2) The reactants are Cl.[NH:2]1[CH2:7][CH2:6][CH2:5][CH2:4][CH:3]1[CH2:8][CH2:9][CH2:10][C:11]([OH:13])=[O:12].S(Cl)([Cl:16])=O.[CH3:18]O. No catalyst specified. The product is [ClH:16].[NH:2]1[CH2:7][CH2:6][CH2:5][CH2:4][CH:3]1[CH2:8][CH2:9][CH2:10][C:11]([O:13][CH3:18])=[O:12]. The yield is 0.450. (3) The reactants are B([C:4]1[CH:12]=[CH:11][C:7]([C:8]([OH:10])=[O:9])=[CH:6][CH:5]=1)(O)O.Br[C:14]1[CH:15]=[N:16][CH:17]=[CH:18][CH:19]=1.C(=O)([O-])[O-].[K+].[K+]. The catalyst is C(#N)C.O.Cl[Pd](Cl)([P](C1C=CC=CC=1)(C1C=CC=CC=1)C1C=CC=CC=1)[P](C1C=CC=CC=1)(C1C=CC=CC=1)C1C=CC=CC=1. The product is [N:16]1[CH:17]=[CH:18][CH:19]=[C:14]([C:4]2[CH:12]=[CH:11][C:7]([C:8]([OH:10])=[O:9])=[CH:6][CH:5]=2)[CH:15]=1. The yield is 0.850. (4) The reactants are [N+:1]([C:4]1[CH:13]=[C:12]2[C:7]([CH2:8][CH2:9][CH2:10][C:11]2=[O:14])=[CH:6][CH:5]=1)([O-:3])=[O:2].[BH4-].[Na+]. The catalyst is CO. The product is [N+:1]([C:4]1[CH:13]=[C:12]2[C:7]([CH2:8][CH2:9][CH2:10][CH:11]2[OH:14])=[CH:6][CH:5]=1)([O-:3])=[O:2]. The yield is 0.800. (5) The product is [I:1][C:2]1[CH:7]=[CH:6][C:5]([N:8]([CH2:22][C:23](=[O:25])[CH3:24])[CH:9]=[O:10])=[C:4]([O:11][CH3:12])[CH:3]=1. The yield is 0.760. The catalyst is CN(C=O)C. The reactants are [I:1][C:2]1[CH:7]=[CH:6][C:5]([NH:8][CH:9]=[O:10])=[C:4]([O:11][CH3:12])[CH:3]=1.C(=O)([O-])[O-].[Cs+].[Cs+].[I-].[K+].Cl[CH2:22][C:23](=[O:25])[CH3:24]. (6) The reactants are Cl[CH2:2][C:3]1[CH:25]=[CH:24][C:6]([CH2:7][N:8]2[C:17]3[C:12](=[C:13]([CH:18]4[O:22][CH2:21][CH2:20][O:19]4)[CH:14]=[CH:15][CH:16]=3)[CH2:11][CH2:10][C:9]2=[O:23])=[CH:5][CH:4]=1.[CH3:26][NH:27][C:28]1[CH:33]=[CH:32][CH:31]=[CH:30][CH:29]=1.C(=O)([O-])[O-].[K+].[K+].C(#N)C. The catalyst is ClCCl.O. The product is [O:19]1[CH2:20][CH2:21][O:22][CH:18]1[C:13]1[CH:14]=[CH:15][CH:16]=[C:17]2[C:12]=1[CH2:11][CH2:10][C:9](=[O:23])[N:8]2[CH2:7][C:6]1[CH:24]=[CH:25][C:3]([CH2:2][N:27]([CH3:26])[C:28]2[CH:33]=[CH:32][CH:31]=[CH:30][CH:29]=2)=[CH:4][CH:5]=1. The yield is 0.670. (7) The reactants are B(Br)(Br)Br.[Cl:5][C:6]1[CH:31]=[CH:30][C:9]([C:10]([N:12]2[C:20]3[C:15](=[C:16]([F:24])[C:17]([O:22]C)=[C:18]([F:21])[CH:19]=3)[C:14]([CH2:25][C:26]([OH:28])=[O:27])=[C:13]2[CH3:29])=[O:11])=[CH:8][CH:7]=1. The catalyst is ClCCl. The product is [Cl:5][C:6]1[CH:31]=[CH:30][C:9]([C:10]([N:12]2[C:20]3[C:15](=[C:16]([F:24])[C:17]([OH:22])=[C:18]([F:21])[CH:19]=3)[C:14]([CH2:25][C:26]([OH:28])=[O:27])=[C:13]2[CH3:29])=[O:11])=[CH:8][CH:7]=1. The yield is 0.100.